This data is from Catalyst prediction with 721,799 reactions and 888 catalyst types from USPTO. The task is: Predict which catalyst facilitates the given reaction. (1) Reactant: [CH2:1]([O:8][C:9]1[C:14](Br)=[C:13]([CH3:16])[CH:12]=[CH:11][N:10]=1)[C:2]1[CH:7]=[CH:6][CH:5]=[CH:4][CH:3]=1.[CH3:17][C:18]1([CH3:34])[C:22]([CH3:24])([CH3:23])[O:21][B:20]([B:20]2[O:21][C:22]([CH3:24])([CH3:23])[C:18]([CH3:34])([CH3:17])[O:19]2)[O:19]1.C([O-])(=O)C.[K+]. Product: [CH2:1]([O:8][C:9]1[C:14]([B:20]2[O:21][C:22]([CH3:24])([CH3:23])[C:18]([CH3:34])([CH3:17])[O:19]2)=[C:13]([CH3:16])[CH:12]=[CH:11][N:10]=1)[C:2]1[CH:7]=[CH:6][CH:5]=[CH:4][CH:3]=1. The catalyst class is: 151. (2) Reactant: C[O:2][CH:3]1[CH2:7][CH2:6][CH:5](OC)O1.[CH2:10](C(O)=O)[C:11](CC(O)=O)=O.[CH2:20](N)[C:21]1C=CC=CC=1.C([O-])(=O)C.[Na+].[OH-].[Na+]. Product: [CH3:10][CH2:11][C:3](=[O:2])[CH2:7][CH2:6][CH2:5][CH2:20][CH3:21]. The catalyst class is: 33. (3) Reactant: [N+:1]([C:4]1[CH:11]=[C:10]([C:12]([F:15])([F:14])[F:13])[CH:9]=[C:8]([N+]([O-])=O)[C:5]=1[C:6]#[N:7])([O-:3])=[O:2].[CH3:19][O-:20].[Na+]. Product: [CH3:19][O:20][C:8]1[CH:9]=[C:10]([C:12]([F:15])([F:14])[F:13])[CH:11]=[C:4]([N+:1]([O-:3])=[O:2])[C:5]=1[C:6]#[N:7]. The catalyst class is: 5. (4) Reactant: [C:1]([C:4]1[C:32](=[O:33])[C@@:8]2([CH3:34])[C:9]3[C:15]([OH:16])=[CH:14][C:13]([O:17][CH3:18])=[C:12]([C:19]([NH:21][CH2:22][C:23]4[C:28]([CH3:29])=[CH:27][C:26]([OH:30])=[CH:25][C:24]=4[CH3:31])=[O:20])[C:10]=3[O:11][C:7]2=[CH:6][C:5]=1[OH:35])(=[O:3])[CH3:2].C(=O)([O-])[O-].[K+].[K+].Br[CH2:43][C:44]#[C:45][CH3:46].Cl. Product: [C:1]([C:4]1[C:32](=[O:33])[C@@:8]2([CH3:34])[C:9]3[C:15]([OH:16])=[CH:14][C:13]([O:17][CH3:18])=[C:12]([C:19]([NH:21][CH2:22][C:23]4[C:28]([CH3:29])=[CH:27][C:26]([O:30][CH2:43][C:44]#[C:45][CH3:46])=[CH:25][C:24]=4[CH3:31])=[O:20])[C:10]=3[O:11][C:7]2=[CH:6][C:5]=1[OH:35])(=[O:3])[CH3:2]. The catalyst class is: 9. (5) Reactant: [CH3:1][O:2][C:3]1[CH:4]=[C:5]([C:15]2[CH:20]=[CH:19][C:18]([N:21]([CH3:46])[CH2:22][CH2:23][N:24]([C:26]3[CH:27]=[CH:28][C:29]([C:32]4[CH:37]=[C:36]([O:38][CH3:39])[C:35]([O:40][CH2:41][CH2:42][CH3:43])=[C:34]([O:44][CH3:45])[CH:33]=4)=[N:30][CH:31]=3)[CH3:25])=[CH:17][N:16]=2)[CH:6]=[C:7]([O:13][CH3:14])[C:8]=1[O:9][CH2:10][CH2:11][CH3:12].[CH3:47][S:48]([OH:51])(=[O:50])=[O:49]. Product: [CH3:47][S:48]([OH:51])(=[O:50])=[O:49].[CH3:47][S:48]([OH:51])(=[O:50])=[O:49].[CH3:45][O:44][C:34]1[CH:33]=[C:32]([C:29]2[CH:28]=[CH:27][C:26]([N:24]([CH3:25])[CH2:23][CH2:22][N:21]([C:18]3[CH:19]=[CH:20][C:15]([C:5]4[CH:4]=[C:3]([O:2][CH3:1])[C:8]([O:9][CH2:10][CH2:11][CH3:12])=[C:7]([O:13][CH3:14])[CH:6]=4)=[N:16][CH:17]=3)[CH3:46])=[CH:31][N:30]=2)[CH:37]=[C:36]([O:38][CH3:39])[C:35]=1[O:40][CH2:41][CH2:42][CH3:43]. The catalyst class is: 254.